This data is from Reaction yield outcomes from USPTO patents with 853,638 reactions. The task is: Predict the reaction yield, written as a fraction of the theoretical maximum amount of product (1.0 means a 100% yield; for example, 0.34 means a 34% yield). (1) The reactants are [F:1][C:2]([F:13])([C:5]([F:12])([F:11])[C:6]([F:10])([F:9])[CH2:7][OH:8])[CH2:3][OH:4].[Si:14](Cl)([C:17]([CH3:20])([CH3:19])[CH3:18])([CH3:16])[CH3:15]. The catalyst is CN(C)C1C=CN=CC=1.C(Cl)Cl. The product is [C:17]([Si:14]([CH3:16])([CH3:15])[O:8][CH2:7][C:6]([F:10])([F:9])[C:5]([F:11])([F:12])[C:2]([F:13])([F:1])[CH2:3][OH:4])([CH3:20])([CH3:19])[CH3:18]. The yield is 0.500. (2) The reactants are [CH2:1]([N:4]1[CH:8]=[CH:7][N:6]=[C:5]1[CH:9]=O)[CH2:2][CH3:3].[CH:11](=[N:18]/[C:19]1[CH:27]=[CH:26]C=C2[C:20]=1[CH2:21][O:22]C2=O)\[C:12]1[CH:17]=[CH:16][CH:15]=[CH:14][CH:13]=1.C[O-].[Na+].[C:32]([O:36][CH2:37][CH3:38])(=[O:35])[CH2:33][CH3:34]. No catalyst specified. The product is [O:22]=[C:21]1[C:20]2[C:33]([C:32]([O:36][CH2:37][CH3:38])=[O:35])=[CH:34][CH:26]=[CH:27][C:19]=2[NH:18][CH:11]([C:12]2[CH:17]=[CH:16][CH:15]=[CH:14][CH:13]=2)[CH:9]1[C:5]1[N:4]([CH2:1][CH2:2][CH3:3])[CH:8]=[CH:7][N:6]=1. The yield is 0.300. (3) The reactants are [Li+].CC([N-]C(C)C)C.[F:9][C:10]1[CH:11]=[C:12]2[C:16](=[CH:17][CH:18]=1)[N:15]([C:19]([O:21][C:22]([CH3:25])([CH3:24])[CH3:23])=[O:20])[CH:14]=[CH:13]2.N#N.[B:28](OC)([O:31]C)[O:29]C. The catalyst is C1COCC1. The product is [C:22]([O:21][C:19]([N:15]1[C:16]2[C:12](=[CH:11][C:10]([F:9])=[CH:18][CH:17]=2)[CH:13]=[C:14]1[B:28]([OH:31])[OH:29])=[O:20])([CH3:25])([CH3:24])[CH3:23]. The yield is 0.845. (4) The reactants are [CH:1]1([C:4]([NH:6][C:7]2[N:8]=[CH:9][C:10]3[C:15]([CH:16]=2)=[CH:14][CH:13]=[C:12]([O:17][C@H:18]([CH3:23])[C:19](OC)=[O:20])[CH:11]=3)=[O:5])[CH2:3][CH2:2]1.[AlH4-].[Li+]. The catalyst is O1CCCC1. The product is [OH:20][CH2:19][C@H:18]([O:17][C:12]1[CH:11]=[C:10]2[C:15]([CH:16]=[C:7]([NH:6][C:4]([CH:1]3[CH2:3][CH2:2]3)=[O:5])[N:8]=[CH:9]2)=[CH:14][CH:13]=1)[CH3:23]. The yield is 0.430. (5) The reactants are OO.Cl[C:4]1C(C(SC2C=NC(Cl)=CC=2)C2C=CN=CC=2)=NC(Cl)=CC=1.C(OCC)(=O)C.[Si:32]([O:39][CH2:40][CH2:41][CH:42](C)[CH:43]([C:54]1[CH:59]=[C:58]([F:60])[CH:57]=[CH:56][C:55]=1[F:61])[S:44]([C:47]1[CH:52]=[CH:51][C:50]([Cl:53])=[CH:49][CH:48]=1)(=[O:46])=[O:45])([C:35]([CH3:38])([CH3:37])[CH3:36])([CH3:34])[CH3:33]. The catalyst is CO.CCCCCC. The product is [Si:32]([O:39][CH:40]([CH3:4])[CH2:41][CH2:42][CH:43]([C:54]1[CH:59]=[C:58]([F:60])[CH:57]=[CH:56][C:55]=1[F:61])[S:44]([C:47]1[CH:48]=[CH:49][C:50]([Cl:53])=[CH:51][CH:52]=1)(=[O:46])=[O:45])([C:35]([CH3:36])([CH3:38])[CH3:37])([CH3:33])[CH3:34]. The yield is 0.0900. (6) The reactants are [Cl:1][C:2]1[N:6]([CH2:7][C:8]2[CH:13]=[CH:12][CH:11]=[C:10]([C:14]([F:17])([F:16])[F:15])[C:9]=2[CH3:18])[C:5]2[CH:19]=[C:20]([N:27]3[CH2:32][CH2:31][O:30][CH2:29][CH2:28]3)[CH:21]=[C:22]([C:23]([O:25]C)=[O:24])[C:4]=2[N:3]=1.[OH-].[Li+]. The catalyst is O1CCCC1. The product is [Cl:1][C:2]1[N:6]([CH2:7][C:8]2[CH:13]=[CH:12][CH:11]=[C:10]([C:14]([F:17])([F:16])[F:15])[C:9]=2[CH3:18])[C:5]2[CH:19]=[C:20]([N:27]3[CH2:28][CH2:29][O:30][CH2:31][CH2:32]3)[CH:21]=[C:22]([C:23]([OH:25])=[O:24])[C:4]=2[N:3]=1. The yield is 0.900. (7) The product is [NH2:22][C@@H:23]1[CH2:28][CH2:27][C@H:26]([NH:29][C:2]2[C:3]([CH3:21])=[C:4]([NH:11][C:12]3[CH:17]=[CH:16][C:15]([O:18][CH2:19][CH3:20])=[CH:14][CH:13]=3)[C:5]3[N:6]([CH:8]=[CH:9][N:10]=3)[N:7]=2)[CH2:25][CH2:24]1. The catalyst is CO. The reactants are Cl[C:2]1[C:3]([CH3:21])=[C:4]([NH:11][C:12]2[CH:17]=[CH:16][C:15]([O:18][CH2:19][CH3:20])=[CH:14][CH:13]=2)[C:5]2[N:6]([CH:8]=[CH:9][N:10]=2)[N:7]=1.[NH2:22][C@H:23]1[CH2:28][CH2:27][C@@H:26]([NH2:29])[CH2:25][CH2:24]1. The yield is 0.113.